The task is: Regression. Given a peptide amino acid sequence and an MHC pseudo amino acid sequence, predict their binding affinity value. This is MHC class II binding data.. This data is from Peptide-MHC class II binding affinity with 134,281 pairs from IEDB. (1) The peptide sequence is LSPREEPDDIDCWCY. The MHC is HLA-DQA10201-DQB10301 with pseudo-sequence HLA-DQA10201-DQB10301. The binding affinity (normalized) is 0.251. (2) The peptide sequence is AAATATATAAVGAAT. The MHC is DRB5_0101 with pseudo-sequence DRB5_0101. The binding affinity (normalized) is 0.0914. (3) The peptide sequence is APYHFDLSGHAFGAM. The MHC is HLA-DPA10103-DPB10401 with pseudo-sequence HLA-DPA10103-DPB10401. The binding affinity (normalized) is 0.462. (4) The peptide sequence is EKKYFAATDFEPLAA. The MHC is HLA-DQA10401-DQB10402 with pseudo-sequence HLA-DQA10401-DQB10402. The binding affinity (normalized) is 0.450.